This data is from Reaction yield outcomes from USPTO patents with 853,638 reactions. The task is: Predict the reaction yield, written as a fraction of the theoretical maximum amount of product (1.0 means a 100% yield; for example, 0.34 means a 34% yield). (1) The reactants are P(=O)(O)(O)O.N(CCO)(CCO)CCO.CO[CH:18]([O:24]C)[C:19]([CH3:23])=[CH:20][CH2:21][CH3:22].[CH3:26][C:27]([CH3:31])=[CH:28][CH2:29]O. The catalyst is C(O)(=O)C. The product is [CH3:23][C:19](=[CH:20][CH:21]([CH3:22])[CH2:29][CH:28]=[C:27]([CH3:31])[CH3:26])[CH:18]=[O:24]. The yield is 0.660. (2) The yield is 0.988. The reactants are C([O:3][C:4]([C:6]1[C:7]([NH2:14])=[N:8][C:9]([S:12][CH3:13])=[N:10][CH:11]=1)=[O:5])C.[OH-].[Li+]. The catalyst is C(O)C.O. The product is [NH2:14][C:7]1[C:6]([C:4]([OH:5])=[O:3])=[CH:11][N:10]=[C:9]([S:12][CH3:13])[N:8]=1. (3) The reactants are [OH-:1].[Na+].[CH:3]12[CH2:12][CH:7]3[CH2:8][CH:9]([CH2:11][CH:5]([CH2:6]3)[CH:4]1[NH:13][C:14]([C:16]1[CH:17]=[N:18][N:19]([C:22]3[CH:27]=[CH:26]C(C#N)=[CH:24][CH:23]=3)[C:20]=1[CH3:21])=[O:15])[CH2:10]2.[O:30]1[CH2:35][CH2:34]OCC1. No catalyst specified. The product is [CH:3]12[CH2:12][CH:7]3[CH2:8][CH:9]([CH2:11][CH:5]([CH2:6]3)[CH:4]1[NH:13][C:14]([C:16]1[CH:17]=[N:18][N:19]([C:22]3[CH:27]=[CH:26][C:34]([C:35]([OH:30])=[O:1])=[CH:24][CH:23]=3)[C:20]=1[CH3:21])=[O:15])[CH2:10]2. The yield is 0.420. (4) The reactants are Br[C:2]1[CH:14]=[C:13]([N+:15]([O-:17])=[O:16])[CH:12]=[CH:11][C:3]=1[C:4]([O:6][C:7]([CH3:10])([CH3:9])[CH3:8])=[O:5].[CH3:18][Si:19]([C:22]#[CH:23])([CH3:21])[CH3:20]. The catalyst is C(N(CC)CC)C.C1C=CC(P(C2C=CC=CC=2)C2C=CC=CC=2)=CC=1.C1C=CC(P(C2C=CC=CC=2)C2C=CC=CC=2)=CC=1.Cl[Pd]Cl. The product is [N+:15]([C:13]1[CH:12]=[CH:11][C:3]([C:4]([O:6][C:7]([CH3:10])([CH3:9])[CH3:8])=[O:5])=[C:2]([C:23]#[C:22][Si:19]([CH3:21])([CH3:20])[CH3:18])[CH:14]=1)([O-:17])=[O:16]. The yield is 0.940. (5) The reactants are Cl[C:2]1[CH:7]=[N:6][CH:5]=[C:4]([Cl:8])[N:3]=1.[CH3:9][NH:10][CH:11]([CH2:13][CH3:14])[CH3:12].C(=O)([O-])[O-].[K+].[K+].CC(N(C)C)=O. The catalyst is O. The product is [Cl:8][C:4]1[N:3]=[C:2]([N:10]([CH3:9])[CH:11]([CH3:12])[CH2:13][CH3:14])[CH:7]=[N:6][CH:5]=1. The yield is 0.720. (6) The reactants are [CH3:1][O:2][C:3]1[CH:12]=[C:7]([C:8]([O:10][CH3:11])=[O:9])[C:6]([OH:13])=[CH:5][CH:4]=1.F[C:15]1[CH:20]=[CH:19][CH:18]=[CH:17][C:16]=1[N+:21]([O-:23])=[O:22].[CH3:24][O:25][C:26]1[CH:39]=[CH:38][C:29]([O:30][C:31]2[CH:37]=[CH:36][CH:35]=[CH:34][C:32]=2[NH2:33])=[C:28]([C:40]([O:42][CH3:43])=[O:41])[CH:27]=1.[NH2:44][C:45]1[S:46][CH:47]=[CH:48][N:49]=1. No catalyst specified. The product is [CH3:1][O:2][C:3]1[CH:4]=[CH:5][C:6]([O:13][C:15]2[CH:20]=[CH:19][CH:18]=[CH:17][C:16]=2[N+:21]([O-:23])=[O:22])=[C:7]([C:8]([O:10][CH3:11])=[O:9])[CH:12]=1.[CH3:24][O:25][C:26]1[CH:39]=[CH:38][C:29]([O:30][C:31]2[CH:37]=[CH:36][CH:35]=[CH:34][C:32]=2[NH:33][C:6]([NH:44][C:45]2[S:46][CH:47]=[CH:48][N:49]=2)=[O:13])=[C:28]([C:40]([O:42][CH3:43])=[O:41])[CH:27]=1. The yield is 0.520. (7) The reactants are [CH3:1][CH:2]([C:8]([O:10][CH2:11][CH3:12])=[O:9])[C:3]([O:5][CH2:6][CH3:7])=[O:4].[CH3:13][C:14](=[O:17])[CH:15]=[CH2:16].C(=O)([O-])[O-].[K+].[K+]. The catalyst is ClCCl. The product is [CH3:1][C:2]([CH2:16][CH2:15][C:14](=[O:17])[CH3:13])([C:3]([O:5][CH2:6][CH3:7])=[O:4])[C:8]([O:10][CH2:11][CH3:12])=[O:9]. The yield is 0.910.